From a dataset of Catalyst prediction with 721,799 reactions and 888 catalyst types from USPTO. Predict which catalyst facilitates the given reaction. Reactant: O=[C:2]1[CH2:5][N:4]([C:6]([O:8][C:9]([CH3:12])([CH3:11])[CH3:10])=[O:7])[CH2:3]1.[NH2:13][CH2:14][CH2:15][OH:16].CC(O)=O. Product: [OH:16][CH2:15][CH2:14][NH:13][CH:2]1[CH2:5][N:4]([C:6]([O:8][C:9]([CH3:12])([CH3:11])[CH3:10])=[O:7])[CH2:3]1. The catalyst class is: 19.